Dataset: Full USPTO retrosynthesis dataset with 1.9M reactions from patents (1976-2016). Task: Predict the reactants needed to synthesize the given product. (1) Given the product [Cl:1][C:2]1[CH:7]=[C:6]([C:8]2[CH:13]=[CH:12][CH:11]=[C:10]([CH3:14])[N:9]=2)[CH:5]=[CH:4][C:3]=1[C:15]1[C:27](=[O:28])[N:26]([CH2:29][CH2:30][N:31]2[CH2:36][CH2:35][NH:34][CH2:33][CH2:32]2)[C:18]2[N:19]=[C:20]([NH:23][CH2:24][CH3:25])[N:21]=[CH:22][C:17]=2[CH:16]=1, predict the reactants needed to synthesize it. The reactants are: [Cl:1][C:2]1[CH:7]=[C:6]([C:8]2[CH:13]=[CH:12][CH:11]=[C:10]([CH3:14])[N:9]=2)[CH:5]=[CH:4][C:3]=1[C:15]1[C:27](=[O:28])[N:26]([CH2:29][CH2:30][N:31]2[CH2:36][CH2:35][N:34](C(OC(C)(C)C)=O)[CH2:33][CH2:32]2)[C:18]2[N:19]=[C:20]([NH:23][CH2:24][CH3:25])[N:21]=[CH:22][C:17]=2[CH:16]=1.Cl.O1CCOCC1. (2) Given the product [Cl:12][C:13]1[N:17]([C:18]2[CH:19]=[CH:20][CH:21]=[CH:22][CH:23]=2)[N:16]=[C:15]([C:24]([F:25])([F:27])[F:26])[C:14]=1[CH2:28][S:29]([C:30]1[CH2:34][C:33]([CH3:36])([CH3:35])[O:32][N:31]=1)(=[O:9])=[O:37], predict the reactants needed to synthesize it. The reactants are: ClC1C=CC=C(C(OO)=[O:9])C=1.[Cl:12][C:13]1[N:17]([C:18]2[CH:23]=[CH:22][CH:21]=[CH:20][CH:19]=2)[N:16]=[C:15]([C:24]([F:27])([F:26])[F:25])[C:14]=1[CH2:28][S:29][C:30]1[CH2:34][C:33]([CH3:36])([CH3:35])[O:32][N:31]=1.[OH2:37]. (3) Given the product [F:1]/[C:2](=[CH:8]\[C:9]1[C:14](=[O:15])[N:13]2[CH:16]=[CH:17][C:18]([CH2:20][CH2:21][C:22]3[S:23][CH:24]=[C:25]([CH:27]([CH3:29])[CH3:28])[N:26]=3)=[CH:19][C:12]2=[N:11][C:10]=1[N:30]1[CH2:35][CH2:34][O:33][CH2:32][CH2:31]1)/[C:3]([OH:5])=[O:4], predict the reactants needed to synthesize it. The reactants are: [F:1]/[C:2](=[CH:8]\[C:9]1[C:14](=[O:15])[N:13]2[CH:16]=[CH:17][C:18]([CH2:20][CH2:21][C:22]3[S:23][CH:24]=[C:25]([CH:27]([CH3:29])[CH3:28])[N:26]=3)=[CH:19][C:12]2=[N:11][C:10]=1[N:30]1[CH2:35][CH2:34][O:33][CH2:32][CH2:31]1)/[C:3]([O:5]CC)=[O:4].[OH-].[Li+].